Dataset: Reaction yield outcomes from USPTO patents with 853,638 reactions. Task: Predict the reaction yield, written as a fraction of the theoretical maximum amount of product (1.0 means a 100% yield; for example, 0.34 means a 34% yield). (1) The reactants are [O:1]1[CH2:3][CH:2]1[CH2:4][O:5][C:6]1[CH:7]=[C:8]([CH:11]=[CH:12][CH:13]=1)[CH:9]=[O:10].[CH2:14]1[C:23]2[C:18](=[CH:19][CH:20]=[CH:21][CH:22]=2)[CH2:17][CH2:16][NH:15]1. The catalyst is CCO. The product is [CH2:14]1[C:23]2[C:18](=[CH:19][CH:20]=[CH:21][CH:22]=2)[CH2:17][CH2:16][N:15]1[CH2:3][CH:2]([OH:1])[CH2:4][O:5][C:6]1[CH:7]=[C:8]([CH:11]=[CH:12][CH:13]=1)[CH:9]=[O:10]. The yield is 0.630. (2) The reactants are [CH3:1][C:2]1[O:6][N:5]=[C:4]([C:7]2[CH:12]=[CH:11][CH:10]=[CH:9][CH:8]=2)[C:3]=1[CH2:13][O:14][C:15]1[N:20]=[CH:19][C:18]([C:21]([NH:23][CH:24]2[CH2:29][CH2:28][CH2:27][N:26]([CH2:30][C:31]([OH:33])=O)[CH2:25]2)=[O:22])=[CH:17][CH:16]=1.[NH2:34][CH:35]1[CH2:40][CH2:39][O:38][CH2:37][CH2:36]1. No catalyst specified. The product is [CH3:1][C:2]1[O:6][N:5]=[C:4]([C:7]2[CH:8]=[CH:9][CH:10]=[CH:11][CH:12]=2)[C:3]=1[CH2:13][O:14][C:15]1[CH:16]=[CH:17][C:18]([C:21]([NH:23][CH:24]2[CH2:29][CH2:28][CH2:27][N:26]([CH2:30][C:31](=[O:33])[NH:34][CH:35]3[CH2:40][CH2:39][O:38][CH2:37][CH2:36]3)[CH2:25]2)=[O:22])=[CH:19][N:20]=1. The yield is 0.740.